Regression. Given a peptide amino acid sequence and an MHC pseudo amino acid sequence, predict their binding affinity value. This is MHC class I binding data. From a dataset of Peptide-MHC class I binding affinity with 185,985 pairs from IEDB/IMGT. (1) The peptide sequence is AQRAAGPSV. The MHC is HLA-B39:01 with pseudo-sequence HLA-B39:01. The binding affinity (normalized) is 0.213. (2) The MHC is HLA-B15:01 with pseudo-sequence HLA-B15:01. The peptide sequence is FYKRKAMAW. The binding affinity (normalized) is 0.0847. (3) The peptide sequence is RVIGYILFF. The MHC is HLA-B58:01 with pseudo-sequence HLA-B58:01. The binding affinity (normalized) is 0.296. (4) The peptide sequence is DEMVCKWLL. The MHC is HLA-A03:01 with pseudo-sequence HLA-A03:01. The binding affinity (normalized) is 0.0847.